From a dataset of Reaction yield outcomes from USPTO patents with 853,638 reactions. Predict the reaction yield, written as a fraction of the theoretical maximum amount of product (1.0 means a 100% yield; for example, 0.34 means a 34% yield). (1) The reactants are CC1C=CC=CC=1P(C1C=CC=CC=1C)C1C=CC=CC=1C.[F-].[K+].[CH3:25][C:26]1[CH:31]=[CH:30][CH:29]=[C:28]([CH3:32])[C:27]=1B(O)O.Br[CH2:37][C:38]([O:40][CH2:41][CH3:42])=[O:39]. The catalyst is C1C=CC(/C=C/C(/C=C/C2C=CC=CC=2)=O)=CC=1.C1C=CC(/C=C/C(/C=C/C2C=CC=CC=2)=O)=CC=1.[Pd].O1CCCC1. The product is [CH3:25][C:26]1[CH:31]=[CH:30][CH:29]=[C:28]([CH3:32])[C:27]=1[CH2:37][C:38]([O:40][CH2:41][CH3:42])=[O:39]. The yield is 0.468. (2) The reactants are [C:1]([O:5][C:6]([NH:8][C@H:9]([CH:13]([CH3:15])[CH3:14])[C:10]([OH:12])=O)=[O:7])([CH3:4])([CH3:3])[CH3:2].[CH2:16]([NH:23][CH2:24][CH2:25][OH:26])[C:17]1[CH:22]=[CH:21][CH:20]=[CH:19][CH:18]=1.CN(C(ON1N=NC2C=CC=NC1=2)=[N+](C)C)C.F[P-](F)(F)(F)(F)F.CCN(CC)CC. The catalyst is C(Cl)Cl.O. The product is [CH2:16]([N:23]([CH2:24][CH2:25][OH:26])[C:10](=[O:12])[C@H:9]([NH:8][C:6](=[O:7])[O:5][C:1]([CH3:2])([CH3:3])[CH3:4])[CH:13]([CH3:15])[CH3:14])[C:17]1[CH:22]=[CH:21][CH:20]=[CH:19][CH:18]=1. The yield is 0.880. (3) The reactants are [C:1](O)(=O)/[CH:2]=[CH:3]/[C:4]([OH:6])=O.[CH3:9][O:10][C:11]1[C:21]2[CH:20]([C:22]3[CH:27]=[CH:26][CH:25]=[CH:24][CH:23]=3)[CH2:19][CH2:18][N:17]([CH3:28])[CH2:16][C:15]=2[CH:14]=[CH:13][CH:12]=1.P(OP(O)(O)=O)(O)(O)=O.[OH-].[NH4+].Cl[CH2:41]CCl. No catalyst specified. The product is [CH3:9][O:10][C:11]1[C:21]2[CH:20]([C:22]3[CH:27]=[CH:26][CH:25]=[CH:24][CH:23]=3)[CH2:19][CH2:18][N:17]([CH3:28])[CH2:16][C:15]=2[CH:14]=[CH:13][CH:12]=1.[CH3:41][O:6][C:4]1[CH:24]=[CH:23][C:22]2[CH:20]([C:21]3[CH:15]=[CH:14][CH:13]=[CH:12][CH:11]=3)[CH2:19][CH2:18][N:17]([CH3:16])[CH2:1][C:2]=2[CH:3]=1. The yield is 0.350. (4) The reactants are O.[C:2]1([NH:8][C:9]2[C:14]([NH2:15])=[CH:13][CH:12]=[CH:11][N:10]=2)[CH:7]=[CH:6][CH:5]=[CH:4][CH:3]=1.C=O.[CH:18]([O-])=O.[NH4+]. The catalyst is [Pd].CO. The product is [CH3:18][NH:15][C:14]1[C:9]([NH:8][C:2]2[CH:7]=[CH:6][CH:5]=[CH:4][CH:3]=2)=[N:10][CH:11]=[CH:12][CH:13]=1. The yield is 0.558. (5) The reactants are Cl.[NH2:2][C:3]1[C:4]([OH:19])=[C:5]([C:10]2[CH:15]=[CH:14][CH:13]=[C:12]([C:16]([OH:18])=[O:17])[CH:11]=2)[CH:6]=[C:7]([CH3:9])[CH:8]=1.[N:20]([O-])=O.[Na+].[CH3:24][C:25]1[CH2:26][C:27](=[O:43])[N:28]([C:30]2[CH:31]=[C:32]3[C:36](=[CH:37][CH:38]=2)[C:35]([CH3:40])([CH3:39])[CH2:34][C:33]3([CH3:42])[CH3:41])[N:29]=1.C(=O)(O)[O-].[Na+]. The catalyst is Cl. The product is [OH:19][C:4]1[C:3]([NH:2][N:20]=[C:26]2[C:27](=[O:43])[N:28]([C:30]3[CH:31]=[C:32]4[C:36](=[CH:37][CH:38]=3)[C:35]([CH3:40])([CH3:39])[CH2:34][C:33]4([CH3:42])[CH3:41])[N:29]=[C:25]2[CH3:24])=[CH:8][C:7]([CH3:9])=[CH:6][C:5]=1[C:10]1[CH:15]=[CH:14][CH:13]=[C:12]([C:16]([OH:18])=[O:17])[CH:11]=1. The yield is 0.191. (6) The reactants are Cl[C:2]1[CH:7]=[C:6]([O:8][C:9]2[CH:10]=[C:11]([CH3:22])[C:12]([CH3:21])=[N:13][C:14]=2[C:15]2[CH:20]=[CH:19][CH:18]=[CH:17][N:16]=2)[CH:5]=[CH:4][N:3]=1.[NH2:23][C:24]1[CH:25]=[C:26]([CH:29]=[CH:30][CH:31]=1)[C:27]#[N:28].CC1(C)C2C(=C(P(C3C=CC=CC=3)C3C=CC=CC=3)C=CC=2)OC2C(P(C3C=CC=CC=3)C3C=CC=CC=3)=CC=CC1=2.C([O-])([O-])=O.[Cs+].[Cs+]. The catalyst is C1C=CC(/C=C/C(/C=C/C2C=CC=CC=2)=O)=CC=1.C1C=CC(/C=C/C(/C=C/C2C=CC=CC=2)=O)=CC=1.C1C=CC(/C=C/C(/C=C/C2C=CC=CC=2)=O)=CC=1.[Pd].[Pd].CC(N(C)C)=O. The product is [CH3:22][C:11]1[CH:10]=[C:9]([O:8][C:6]2[CH:5]=[CH:4][N:3]=[C:2]([NH:23][C:24]3[CH:25]=[C:26]([CH:29]=[CH:30][CH:31]=3)[C:27]#[N:28])[CH:7]=2)[C:14]([C:15]2[CH:20]=[CH:19][CH:18]=[CH:17][N:16]=2)=[N:13][C:12]=1[CH3:21]. The yield is 0.333. (7) The reactants are [NH2:1][C:2]1[CH:9]=[C:8]([CH3:10])[CH:7]=[CH:6][C:3]=1[C:4]#[N:5].[CH3:11][O:12][C:13]1[CH:21]=[CH:20][CH:19]=[C:18]([CH3:22])[C:14]=1[C:15](Cl)=[O:16]. The catalyst is N1C=CC=CC=1. The product is [C:4]([C:3]1[CH:6]=[CH:7][C:8]([CH3:10])=[CH:9][C:2]=1[NH:1][C:15](=[O:16])[C:14]1[C:18]([CH3:22])=[CH:19][CH:20]=[CH:21][C:13]=1[O:12][CH3:11])#[N:5]. The yield is 0.776.